Dataset: Reaction yield outcomes from USPTO patents with 853,638 reactions. Task: Predict the reaction yield, written as a fraction of the theoretical maximum amount of product (1.0 means a 100% yield; for example, 0.34 means a 34% yield). (1) The reactants are [NH2:1][C:2]([CH3:6])([CH3:5])[CH2:3][OH:4].[Br:7][C:8]1[CH:9]=[CH:10][C:11]([O:18][CH3:19])=[C:12]([S:14](Cl)(=[O:16])=[O:15])[CH:13]=1. No catalyst specified. The product is [Br:7][C:8]1[CH:9]=[CH:10][C:11]([O:18][CH3:19])=[C:12]([S:14]([NH:1][C:2]([CH3:6])([CH3:5])[CH2:3][OH:4])(=[O:15])=[O:16])[CH:13]=1. The yield is 0.990. (2) The reactants are F[C:2]1[CH:29]=[CH:28][C:5]([C:6]([NH:8][C:9]2[S:13][C:12]([NH:14][C:15]3[CH:24]=[CH:23][C:22]4[C:17](=[CH:18][CH:19]=[CH:20][CH:21]=4)[CH:16]=3)=[N:11][C:10]=2[C:25]([NH2:27])=[O:26])=[O:7])=[CH:4][CH:3]=1.[NH2:30][CH2:31][CH2:32][OH:33]. The catalyst is CN1C(=O)CCC1.O. The product is [OH:33][CH2:32][CH2:31][NH:30][C:2]1[CH:29]=[CH:28][C:5]([C:6]([NH:8][C:9]2[S:13][C:12]([NH:14][C:15]3[CH:24]=[CH:23][C:22]4[C:17](=[CH:18][CH:19]=[CH:20][CH:21]=4)[CH:16]=3)=[N:11][C:10]=2[C:25]([NH2:27])=[O:26])=[O:7])=[CH:4][CH:3]=1. The yield is 0.310. (3) The reactants are FC(F)(F)S(OS(C(F)(F)F)(=O)=O)(=O)=O.O[CH:17]([O:19][C:20](=[O:23])[CH:21]=[CH2:22])[CH3:18].[CH2:24](N(CC)CC)C.[CH2:31]([OH:37])[CH2:32][O:33][CH2:34][CH2:35][OH:36]. The catalyst is ClCCl. The product is [OH:37][CH2:31][CH2:32][O:33][CH2:34][CH2:35][O:36][CH2:22][C:21](=[CH2:24])[C:20]([O:19][CH2:17][CH3:18])=[O:23]. The yield is 0.460. (4) The reactants are FC(F)(F)C(O)=O.[Cl:8][C:9]1[CH:10]=[C:11]([CH:15]2[C:19]([C:22]3[CH:27]=[CH:26][C:25]([Cl:28])=[CH:24][CH:23]=3)([C:20]#[N:21])[CH:18]([CH2:29][C:30]([CH3:33])([CH3:32])[CH3:31])[NH:17][CH:16]2[C:34](O)=[O:35])[CH:12]=[CH:13][CH:14]=1.[CH:37]1([CH2:40][CH2:41][NH2:42])[CH2:39][CH2:38]1.CN(C(ON1N=NC2C=CC=NC1=2)=[N+](C)C)C.F[P-](F)(F)(F)(F)F.CCN(C(C)C)C(C)C. The catalyst is C(Cl)Cl. The product is [CH:37]1([CH2:40][CH2:41][NH:42][C:34]([CH:16]2[CH:15]([C:11]3[CH:12]=[CH:13][CH:14]=[C:9]([Cl:8])[CH:10]=3)[C:19]([C:22]3[CH:23]=[CH:24][C:25]([Cl:28])=[CH:26][CH:27]=3)([C:20]#[N:21])[CH:18]([CH2:29][C:30]([CH3:31])([CH3:32])[CH3:33])[NH:17]2)=[O:35])[CH2:39][CH2:38]1. The yield is 0.370.